This data is from Full USPTO retrosynthesis dataset with 1.9M reactions from patents (1976-2016). The task is: Predict the reactants needed to synthesize the given product. (1) Given the product [CH3:1][N:2]([CH3:11])[S:3]([N:6]1[CH:10]=[CH:9][N:8]=[C:7]1[Si:23]([C:26]([CH3:29])([CH3:28])[CH3:27])([CH3:25])[CH3:24])(=[O:4])=[O:5], predict the reactants needed to synthesize it. The reactants are: [CH3:1][N:2]([CH3:11])[S:3]([N:6]1[CH:10]=[CH:9][N:8]=[CH:7]1)(=[O:5])=[O:4].C([Li])CCC.CCCCCC.[Si:23](Cl)([C:26]([CH3:29])([CH3:28])[CH3:27])([CH3:25])[CH3:24]. (2) Given the product [C:8]([NH:7][C:5]1[S:6][C:2]([C:20]2[CH:19]=[CH:18][CH:17]=[C:16]([CH:14]=[O:15])[CH:21]=2)=[CH:3][C:4]=1[C:11]([NH2:13])=[O:12])(=[O:10])[NH2:9], predict the reactants needed to synthesize it. The reactants are: Br[C:2]1[S:6][C:5]([NH:7][C:8](=[O:10])[NH2:9])=[C:4]([C:11]([NH2:13])=[O:12])[CH:3]=1.[CH:14]([C:16]1[CH:17]=[C:18](B(O)O)[CH:19]=[CH:20][CH:21]=1)=[O:15].C(=O)([O-])O.[Na+]. (3) Given the product [Cl:1][C:2]1[CH:3]=[C:4]([CH:14]=[CH:15][C:16]=1[Cl:17])[CH2:5][N:6]1[CH2:11][CH2:10][O:9][C@H:8]([CH2:12][NH:13][C:30](=[O:31])[CH2:29][C:27]2[N:28]=[C:24]([C:18]3[CH:23]=[CH:22][CH:21]=[CH:20][CH:19]=3)[O:25][C:26]=2[CH3:33])[CH2:7]1, predict the reactants needed to synthesize it. The reactants are: [Cl:1][C:2]1[CH:3]=[C:4]([CH:14]=[CH:15][C:16]=1[Cl:17])[CH2:5][N:6]1[CH2:11][CH2:10][O:9][C@H:8]([CH2:12][NH2:13])[CH2:7]1.[C:18]1([C:24]2[O:25][C:26]([CH3:33])=[C:27]([CH2:29][C:30](O)=[O:31])[N:28]=2)[CH:23]=[CH:22][CH:21]=[CH:20][CH:19]=1. (4) The reactants are: [Cl:1][C:2]1[CH:3]=[C:4]([C:8]2[CH:9]=[C:10](N)[CH:11]=[N:12][C:13]=2[O:14][CH3:15])[CH:5]=[CH:6][CH:7]=1.[Br:17]C1C=C(N)C=NC=1OC.C(Cl)Cl.C([O-])(O)=O.[Na+]. Given the product [Br:17][C:10]1[CH:9]=[C:8]([C:4]2[CH:5]=[CH:6][CH:7]=[C:2]([Cl:1])[CH:3]=2)[C:13]([O:14][CH3:15])=[N:12][CH:11]=1, predict the reactants needed to synthesize it. (5) Given the product [Cl:10][C:11]1[CH:16]=[CH:15][CH:14]=[CH:13][C:12]=1[N:17]1[C:25]2[C:20](=[CH:21][CH:22]=[CH:23][CH:24]=2)[C:19]([NH2:5])=[N:18]1, predict the reactants needed to synthesize it. The reactants are: IC1C=CC=CC=1C#[N:5].[Cl:10][C:11]1[CH:16]=[CH:15][CH:14]=[CH:13][C:12]=1[NH:17][NH:18][C:19](=O)[C:20]1[CH:25]=[CH:24][CH:23]=[CH:22][CH:21]=1.C(=O)([O-])[O-].[K+].[K+].O[C@H]1CN[C@H](C(O)=O)C1. (6) Given the product [CH3:9][S:10][C:5]1[N:6]=[CH:7][C:2]([NH2:1])=[N:3][CH:4]=1, predict the reactants needed to synthesize it. The reactants are: [NH2:1][C:2]1[CH:7]=[N:6][C:5](Br)=[CH:4][N:3]=1.[CH3:9][S-:10].[Na+].C(=O)(O)[O-].[Na+]. (7) Given the product [OH:14][C:15]1[CH:22]=[CH:21][C:18]([C:19]#[N:20])=[CH:17][C:16]=1[I:1], predict the reactants needed to synthesize it. The reactants are: [I:1]N1C(=O)CCC1=O.S(=O)(=O)(O)O.[OH:14][C:15]1[CH:22]=[CH:21][C:18]([C:19]#[N:20])=[CH:17][CH:16]=1. (8) Given the product [C:23]([C:17]1[CH:18]=[CH:19][C:14]([CH:10]2[O:11][CH2:12][CH2:13][N:8]([C:6]([O:5][C:1]([CH3:4])([CH3:3])[CH3:2])=[O:7])[CH2:9]2)=[CH:15][C:16]=1[F:21])#[N:24], predict the reactants needed to synthesize it. The reactants are: [C:1]([O:5][C:6]([N:8]1[CH2:13][CH2:12][O:11][CH:10]([C:14]2[CH:19]=[CH:18][C:17](Br)=[C:16]([F:21])[CH:15]=2)[CH2:9]1)=[O:7])([CH3:4])([CH3:3])[CH3:2].[Cu][C:23]#[N:24]. (9) The reactants are: [Cl:1][C:2]1[N:7]=[C:6]([NH:8][C:9]2[CH:14]=[CH:13][C:12]([O:15][C:16]([F:19])([F:18])[F:17])=[CH:11][CH:10]=2)[C:5]([N+:20]([O-])=O)=[CH:4][N:3]=1.[NH4+].[Cl-].CO.O. Given the product [Cl:1][C:2]1[N:7]=[C:6]([NH:8][C:9]2[CH:14]=[CH:13][C:12]([O:15][C:16]([F:17])([F:18])[F:19])=[CH:11][CH:10]=2)[C:5]([NH2:20])=[CH:4][N:3]=1, predict the reactants needed to synthesize it. (10) Given the product [NH2:9][C:5]1[C:4](=[O:12])[N:3]([CH2:1][CH3:2])[CH:8]=[CH:7][CH:6]=1, predict the reactants needed to synthesize it. The reactants are: [CH2:1]([N:3]1[CH:8]=[CH:7][CH:6]=[C:5]([N+:9]([O-])=O)[C:4]1=[O:12])[CH3:2].O.O.[Sn](Cl)Cl.C([O-])(O)=O.[Na+].O.